Dataset: Full USPTO retrosynthesis dataset with 1.9M reactions from patents (1976-2016). Task: Predict the reactants needed to synthesize the given product. Given the product [CH2:30]1[CH:31]2[C@@H:26]([O:25][C:23]([N:22]3[C@@H:13]([C:10]4[CH:11]=[CH:12][CH:7]=[CH:8][CH:9]=4)[C:14]4[C:19](=[CH:18][CH:17]=[CH:16][CH:15]=4)[CH2:20][CH2:21]3)=[O:24])[CH2:27][N:28]([CH2:33][CH2:32]2)[CH2:29]1.[ClH:34], predict the reactants needed to synthesize it. The reactants are: C(OCC)(=O)C.[CH:7]1[CH:8]=[CH:9][C:10]([C@@H:13]2[N:22]([C:23]([O:25][C@@H:26]3[CH:31]4[CH2:32][CH2:33][N:28]([CH2:29][CH2:30]4)[CH2:27]3)=[O:24])[CH2:21][CH2:20][C:19]3[CH:18]=[CH:17][CH:16]=[CH:15][C:14]2=3)=[CH:11][CH:12]=1.[ClH:34].C(OCC)(=O)C.